From a dataset of Peptide-MHC class I binding affinity with 185,985 pairs from IEDB/IMGT. Regression. Given a peptide amino acid sequence and an MHC pseudo amino acid sequence, predict their binding affinity value. This is MHC class I binding data. (1) The peptide sequence is AVFPSIVGR. The MHC is Mamu-B03 with pseudo-sequence Mamu-B03. The binding affinity (normalized) is 0.0789. (2) The peptide sequence is TPVHSWEDI. The MHC is HLA-B53:01 with pseudo-sequence HLA-B53:01. The binding affinity (normalized) is 0.288. (3) The peptide sequence is ELIRRVRRY. The MHC is HLA-B38:01 with pseudo-sequence HLA-B38:01. The binding affinity (normalized) is 0.0847.